From a dataset of Experimentally validated miRNA-target interactions with 360,000+ pairs, plus equal number of negative samples. Binary Classification. Given a miRNA mature sequence and a target amino acid sequence, predict their likelihood of interaction. The miRNA is hsa-miR-338-3p with sequence UCCAGCAUCAGUGAUUUUGUUG. The protein sequence of the target gene is MARTKQTARKSTGGKAPRKQLATKAARKSAPSTGGVKKPHRYRPGTVALREIRRYQKSTELLIRKLPFQRLVREIAQDFKTDLRFQSAAIGALQEASEAYLVGLFEDTNLCAIHAKRVTIMPKDIQLARRIRGERA. Result: 0 (no interaction).